From a dataset of Full USPTO retrosynthesis dataset with 1.9M reactions from patents (1976-2016). Predict the reactants needed to synthesize the given product. Given the product [CH2:10]([O:17][C:18]1[C:19]2[C:20]3[N:30]=[C:29]([C:1]4[CH:6]=[CH:5][CH:4]=[CH:3][CH:2]=4)[CH:28]=[C:27]([C:32]([O:34][CH3:35])=[O:33])[C:21]=3[NH:22][C:23]=2[CH:24]=[CH:25][CH:26]=1)[C:11]1[CH:16]=[CH:15][CH:14]=[CH:13][CH:12]=1, predict the reactants needed to synthesize it. The reactants are: [C:1]1(B(O)O)[CH:6]=[CH:5][CH:4]=[CH:3][CH:2]=1.[CH2:10]([O:17][C:18]1[C:19]2[C:20]3[N:30]=[C:29](Br)[CH:28]=[C:27]([C:32]([O:34][CH3:35])=[O:33])[C:21]=3[NH:22][C:23]=2[CH:24]=[CH:25][CH:26]=1)[C:11]1[CH:16]=[CH:15][CH:14]=[CH:13][CH:12]=1.[O-]P([O-])([O-])=O.[K+].[K+].[K+].C1(P(C2CCCCC2)C2C=CC=CC=2C2C(C(C)C)=CC(C(C)C)=CC=2C(C)C)CCCCC1.